This data is from Reaction yield outcomes from USPTO patents with 853,638 reactions. The task is: Predict the reaction yield, written as a fraction of the theoretical maximum amount of product (1.0 means a 100% yield; for example, 0.34 means a 34% yield). (1) The yield is 0.780. The product is [C:1]([O:25][CH2:24][CH2:23][CH:13]([C:7]1[C:6]([F:5])=[CH:11][CH:10]=[CH:9][C:8]=1[F:12])[CH:14]([C:15]#[N:16])[C:17]1[CH:18]=[CH:19][CH:20]=[CH:21][CH:22]=1)(=[O:3])[CH3:2]. The catalyst is CN(C)C1C=CN=CC=1.ClCCl.C(OCC)(=O)C. The reactants are [C:1](Cl)(=[O:3])[CH3:2].[F:5][C:6]1[CH:11]=[CH:10][CH:9]=[C:8]([F:12])[C:7]=1[CH:13]([CH2:23][CH2:24][OH:25])[CH:14]([C:17]1[CH:22]=[CH:21][CH:20]=[CH:19][CH:18]=1)[C:15]#[N:16].C(N(CC)CC)C. (2) The reactants are [H-].[Na+].CC([CH:7]1[C:11]2[CH:12]=[CH:13][CH:14]=[C:15]([Br:16])[C:10]=2[S:9](=[O:18])(=[O:17])[N:8]1[C:19]([O-])=O)(C)C.Br.[CH2:23]([N:25]([CH2:28]CBr)[CH2:26][CH3:27])[CH3:24].C(=O)([O-])[O-].[K+].[K+]. The catalyst is O1CCCC1. The product is [Br:16][C:15]1[C:10]2[S:9](=[O:17])(=[O:18])[N:8]([CH2:19][CH2:28][N:25]([CH2:26][CH3:27])[CH2:23][CH3:24])[CH2:7][C:11]=2[CH:12]=[CH:13][CH:14]=1. The yield is 0.930. (3) The product is [CH3:18][C:8]1[CH:13]=[CH:12][C:11]([S:14]([O:7][CH2:6][CH:3]2[CH2:4][CH2:5][O:1][CH2:2]2)(=[O:16])=[O:15])=[CH:10][CH:9]=1. The catalyst is O1CCCC1.C(OCC)C. The reactants are [O:1]1[CH2:5][CH2:4][CH:3]([CH2:6][OH:7])[CH2:2]1.[C:8]1([CH3:18])[CH:13]=[CH:12][C:11]([S:14](Cl)(=[O:16])=[O:15])=[CH:10][CH:9]=1.C(N(CC)CC)C. The yield is 0.720. (4) The reactants are [CH3:1][S:2](Cl)(=[O:4])=[O:3].[CH3:6][O:7][C:8]1[CH:9]=[C:10]([CH:25]=[CH:26][C:27]=1[O:28][CH3:29])[O:11][CH:12]([C:17]1[CH:24]=[CH:23][C:20]([C:21]#[N:22])=[CH:19][CH:18]=1)[CH2:13][CH2:14][CH2:15][OH:16].C(N(CC)CC)C.O. The catalyst is C(Cl)Cl. The product is [CH3:1][S:2]([O:16][CH2:15][CH2:14][CH2:13][CH:12]([C:17]1[CH:18]=[CH:19][C:20]([C:21]#[N:22])=[CH:23][CH:24]=1)[O:11][C:10]1[CH:25]=[CH:26][C:27]([O:28][CH3:29])=[C:8]([O:7][CH3:6])[CH:9]=1)(=[O:4])=[O:3]. The yield is 1.00. (5) The reactants are [OH:1][CH:2]([CH2:18][CH2:19][S:20][CH3:21])[C:3]([O:5][CH2:6][CH2:7][CH2:8][CH2:9][CH2:10][CH2:11][CH2:12][CH2:13][CH2:14][CH2:15][CH2:16][CH3:17])=[O:4].[OH:22]O. The catalyst is CO. The product is [OH:1][CH:2]([CH2:18][CH2:19][S:20]([CH3:21])=[O:22])[C:3]([O:5][CH2:6][CH2:7][CH2:8][CH2:9][CH2:10][CH2:11][CH2:12][CH2:13][CH2:14][CH2:15][CH2:16][CH3:17])=[O:4]. The yield is 0.980. (6) The reactants are [NH2:1][C:2]1[CH:3]=[C:4]2[C:20](=[O:21])[NH:19][N:18]=[CH:17][C:6]3=[C:7]([C:11]4[CH:16]=[CH:15][CH:14]=[CH:13][CH:12]=4)[NH:8][C:9]([CH:10]=1)=[C:5]23.[C:22]([O:26][C:27]([N:29]1[CH2:34][CH2:33][CH:32]([C:35](O)=[O:36])[CH2:31][CH2:30]1)=[O:28])([CH3:25])([CH3:24])[CH3:23].C(N(CC)CC)C.F[P-](F)(F)(F)(F)F.N1(OC(N(C)C)=[N+](C)C)C2N=CC=CC=2N=N1. The catalyst is C(Cl)Cl.CN(C)C=O.CO.CCCCCC. The product is [C:22]([O:26][C:27]([N:29]1[CH2:34][CH2:33][CH:32]([C:35](=[O:36])[NH:1][C:2]2[CH:3]=[C:4]3[C:20](=[O:21])[NH:19][N:18]=[CH:17][C:6]4=[C:7]([C:11]5[CH:12]=[CH:13][CH:14]=[CH:15][CH:16]=5)[NH:8][C:9]([CH:10]=2)=[C:5]34)[CH2:31][CH2:30]1)=[O:28])([CH3:25])([CH3:24])[CH3:23]. The yield is 0.700. (7) The reactants are OS(O)(=O)=O.[C:6]([NH:9][C@@H:10]([CH2:14][S:15][C:16]([O:18][C:19]1[CH:24]=[CH:23][C:22]([C:25]2[CH:30]=[CH:29][C:28]([F:31])=[CH:27][C:26]=2[F:32])=[CH:21][C:20]=1[C:33]([O:35][CH2:36][C:37]1[CH:42]=[CH:41][C:40]([O:43][CH3:44])=[CH:39][CH:38]=1)=[O:34])=[O:17])[C:11]([OH:13])=[O:12])(=[O:8])[CH3:7].O.[CH3:46]O. No catalyst specified. The product is [C:6]([NH:9][C@H:10]([C:11]([O:13][CH3:46])=[O:12])[CH2:14][S:15][C:16]([O:18][C:19]1[CH:24]=[CH:23][C:22]([C:25]2[CH:30]=[CH:29][C:28]([F:31])=[CH:27][C:26]=2[F:32])=[CH:21][C:20]=1[C:33]([O:35][CH2:36][C:37]1[CH:38]=[CH:39][C:40]([O:43][CH3:44])=[CH:41][CH:42]=1)=[O:34])=[O:17])(=[O:8])[CH3:7]. The yield is 0.300. (8) The reactants are [CH3:1][C:2]1[CH:7]=[CH:6][N:5]=[CH:4][C:3]=1[N:8]1[CH2:12][CH2:11][NH:10][C:9]1=[O:13].Br[C:15]1[CH:16]=[CH:17][C:18]([F:23])=[C:19]([CH:22]=1)[C:20]#[N:21].N[C@@H]1CCCC[C@H]1N.P([O-])([O-])([O-])=O.[K+].[K+].[K+]. The catalyst is [Cu](I)I.O1CCOCC1. The product is [F:23][C:18]1[CH:17]=[CH:16][C:15]([N:10]2[CH2:11][CH2:12][N:8]([C:3]3[CH:4]=[N:5][CH:6]=[CH:7][C:2]=3[CH3:1])[C:9]2=[O:13])=[CH:22][C:19]=1[C:20]#[N:21]. The yield is 0.657. (9) The reactants are Cl[C:2]1[CH:7]=[C:6](Cl)[N:5]=[CH:4][N:3]=1.[C:9]1(B(O)O)[C:18]2[C:13](=[CH:14][CH:15]=[CH:16][CH:17]=2)[CH:12]=[CH:11][CH:10]=1.C(=O)([O-])[O-].[Na+].[Na+]. The catalyst is C1C=CC(P(C2C=CC=CC=2)C2C=CC=CC=2)=CC=1.C1C=CC(P(C2C=CC=CC=2)C2C=CC=CC=2)=CC=1.Cl[Pd]Cl.O.C(#N)C. The product is [C:9]1([C:2]2[CH:7]=[C:6]([C:17]3[C:18]4[C:13](=[CH:12][CH:11]=[CH:10][CH:9]=4)[CH:14]=[CH:15][CH:16]=3)[N:5]=[CH:4][N:3]=2)[C:18]2[C:13](=[CH:14][CH:15]=[CH:16][CH:17]=2)[CH:12]=[CH:11][CH:10]=1. The yield is 0.410.